Dataset: Forward reaction prediction with 1.9M reactions from USPTO patents (1976-2016). Task: Predict the product of the given reaction. (1) Given the reactants [Cl:1][C:2]1[CH:7]=[CH:6][C:5]([C:8]2[C:14]3[CH:15]=[C:16]([OH:19])[CH:17]=[CH:18][C:13]=3[N:12]3[C:20]([CH3:23])=[N:21][N:22]=[C:11]3[C@H:10]([CH2:24][C:25]([NH:27][CH2:28][CH3:29])=[O:26])[N:9]=2)=[CH:4][CH:3]=1.C(=O)([O-])[O-].[K+].[K+].CS(O[CH2:41][CH2:42][O:43][CH2:44][CH2:45][O:46][CH2:47][CH2:48][O:49][CH2:50][CH2:51][O:52][CH2:53][CH2:54][O:55][CH2:56][CH2:57][O:58][CH2:59][CH2:60][O:61][CH2:62][CH2:63][NH:64][C:65](=[O:71])[O:66][C:67]([CH3:70])([CH3:69])[CH3:68])(=O)=O, predict the reaction product. The product is: [C:67]([O:66][C:65](=[O:71])[NH:64][CH2:63][CH2:62][O:61][CH2:60][CH2:59][O:58][CH2:57][CH2:56][O:55][CH2:54][CH2:53][O:52][CH2:51][CH2:50][O:49][CH2:48][CH2:47][O:46][CH2:45][CH2:44][O:43][CH2:42][CH2:41][O:19][C:16]1[CH:17]=[CH:18][C:13]2[N:12]3[C:20]([CH3:23])=[N:21][N:22]=[C:11]3[C@H:10]([CH2:24][C:25]([NH:27][CH2:28][CH3:29])=[O:26])[N:9]=[C:8]([C:5]3[CH:6]=[CH:7][C:2]([Cl:1])=[CH:3][CH:4]=3)[C:14]=2[CH:15]=1)([CH3:70])([CH3:69])[CH3:68]. (2) Given the reactants [NH:1]1[CH2:4][CH:3]([C:5]2[NH:6][C:7]([C:11]3[CH:12]=[C:13]([CH:28]=[CH:29][C:30]=3[CH3:31])[C:14]([N:16]3[CH2:19][CH:18]([C:20]4[CH:27]=[CH:26][C:23]([C:24]#[N:25])=[CH:22][CH:21]=4)[CH2:17]3)=[O:15])=[C:8]([CH3:10])[N:9]=2)[CH2:2]1.C=O.[BH3-][C:35]#N.[Na+], predict the reaction product. The product is: [CH3:31][C:30]1[CH:29]=[CH:28][C:13]([C:14]([N:16]2[CH2:17][CH:18]([C:20]3[CH:27]=[CH:26][C:23]([C:24]#[N:25])=[CH:22][CH:21]=3)[CH2:19]2)=[O:15])=[CH:12][C:11]=1[C:7]1[NH:6][C:5]([CH:3]2[CH2:4][N:1]([CH3:35])[CH2:2]2)=[N:9][C:8]=1[CH3:10]. (3) Given the reactants Br[C:2]1[CH:26]=[CH:25][C:24]([CH3:28])([CH3:27])[C:23]2[C:3]=1[CH:4]=[C:5]1[CH:22]=[C:21]3[C:8]([C:9]4[C:14]([C:15]5[C:20]3=[CH:19][CH:18]=[CH:17][CH:16]=5)=[CH:13][CH:12]=[CH:11][CH:10]=4)=[CH:7][C:6]1=2.[C:29]1([C:61]2[CH:66]=[CH:65][CH:64]=[CH:63][CH:62]=2)[CH:34]=[CH:33][C:32]([NH:35][C:36]2[C:48]3[C:47]4[C:42](=[CH:43][CH:44]=[CH:45][CH:46]=4)[C:41]4([C:60]5[CH:59]=[CH:58][CH:57]=[CH:56][C:55]=5[C:54]5[C:49]4=[CH:50][CH:51]=[CH:52][CH:53]=5)[C:40]=3[CH:39]=[CH:38][CH:37]=2)=[CH:31][CH:30]=1.CC(C)([O-])C.[Na+], predict the reaction product. The product is: [CH:39]1[C:40]2[C:41]3([C:60]4[CH:59]=[CH:58][CH:57]=[CH:56][C:55]=4[C:54]4[C:49]3=[CH:50][CH:51]=[CH:52][CH:53]=4)[C:42]3[C:47](=[CH:46][CH:45]=[CH:44][CH:43]=3)[C:48]=2[C:36]([N:35]([C:32]2[CH:31]=[CH:30][C:29]([C:61]3[CH:62]=[CH:63][CH:64]=[CH:65][CH:66]=3)=[CH:34][CH:33]=2)[C:2]2[CH:26]=[CH:25][C:24]([CH3:28])([CH3:27])[C:23]3[C:3]=2[CH:4]=[C:5]2[CH:22]=[C:21]4[C:8]([C:9]5[C:14]([C:15]6[C:20]4=[CH:19][CH:18]=[CH:17][CH:16]=6)=[CH:13][CH:12]=[CH:11][CH:10]=5)=[CH:7][C:6]2=3)=[CH:37][CH:38]=1. (4) Given the reactants [N:1]1[C:10]2[C:5](=[CH:6][CH:7]=[CH:8][CH:9]=2)[CH:4]=[CH:3][C:2]=1[CH2:11][CH2:12][N:13]1C(=O)CCC1=O.NN, predict the reaction product. The product is: [N:1]1[C:10]2[C:5](=[CH:6][CH:7]=[CH:8][CH:9]=2)[CH:4]=[CH:3][C:2]=1[CH2:11][CH2:12][NH2:13]. (5) Given the reactants [Br:1][C:2]1[CH:7]=[CH:6][C:5]([SH:8])=[CH:4][CH:3]=1.[H-].[Na+].Br[CH2:12][CH2:13][CH2:14][CH2:15][C:16]([O:18][CH2:19][CH3:20])=[O:17], predict the reaction product. The product is: [CH2:19]([O:18][C:16](=[O:17])[CH2:15][CH2:14][CH2:13][CH2:12][S:8][C:5]1[CH:6]=[CH:7][C:2]([Br:1])=[CH:3][CH:4]=1)[CH3:20]. (6) Given the reactants [N:1]1[CH:6]=[CH:5][CH:4]=[N:3][C:2]=1[S:7][CH2:8][C:9]([OH:11])=O.[NH2:12][C:13]1[C:22]2[N:23]=[C:24]([CH2:31][CH2:32][CH2:33][CH3:34])[N:25]([CH2:26][CH2:27][CH2:28][CH2:29][NH2:30])[C:21]=2[C:20]2[N:19]=[CH:18][CH:17]=[CH:16][C:15]=2[N:14]=1, predict the reaction product. The product is: [NH2:12][C:13]1[C:22]2[N:23]=[C:24]([CH2:31][CH2:32][CH2:33][CH3:34])[N:25]([CH2:26][CH2:27][CH2:28][CH2:29][NH:30][C:9](=[O:11])[CH2:8][S:7][C:2]3[N:1]=[CH:6][CH:5]=[CH:4][N:3]=3)[C:21]=2[C:20]2[N:19]=[CH:18][CH:17]=[CH:16][C:15]=2[N:14]=1. (7) Given the reactants Br[C:2]1[C:15]2[C:10](=[CH:11][CH:12]=[CH:13][CH:14]=2)[C:9]([C:16]2[CH:21]=[CH:20][C:19]([C:22]3[O:23][C:24]4[CH:30]=[CH:29][CH:28]=[CH:27][C:25]=4[N:26]=3)=[CH:18][CH:17]=2)=[C:8]2[C:3]=1[CH:4]=[CH:5][CH:6]=[CH:7]2.[C:31]1([C:40]2[CH:45]=[CH:44][CH:43]=[CH:42][CH:41]=2)[CH:36]=[CH:35][C:34](B(O)O)=[CH:33][CH:32]=1.C(=O)([O-])[O-].[Na+].[Na+].C1(C)C=CC=CC=1, predict the reaction product. The product is: [C:31]1([C:40]2[CH:41]=[CH:42][CH:43]=[CH:44][CH:45]=2)[CH:36]=[CH:35][C:34]([C:2]2[C:15]3[C:10](=[CH:11][CH:12]=[CH:13][CH:14]=3)[C:9]([C:16]3[CH:21]=[CH:20][C:19]([C:22]4[O:23][C:24]5[CH:30]=[CH:29][CH:28]=[CH:27][C:25]=5[N:26]=4)=[CH:18][CH:17]=3)=[C:8]3[C:3]=2[CH:4]=[CH:5][CH:6]=[CH:7]3)=[CH:33][CH:32]=1.